Dataset: Forward reaction prediction with 1.9M reactions from USPTO patents (1976-2016). Task: Predict the product of the given reaction. (1) The product is: [N+:1]([C:4]1[CH:5]=[C:6]([C:10]([C:12]2[C:20]3[C:15](=[N:16][CH:17]=[C:18]([C:21]4[CH:22]=[N:23][CH:24]=[CH:25][CH:26]=4)[CH:19]=3)[NH:14][CH:13]=2)=[O:11])[CH:7]=[CH:8][CH:9]=1)([O-:3])=[O:2]. Given the reactants [N+:1]([C:4]1[CH:5]=[C:6]([CH:10]([C:12]2[C:20]3[C:15](=[N:16][CH:17]=[C:18]([C:21]4[CH:22]=[N:23][CH:24]=[CH:25][CH:26]=4)[CH:19]=3)[NH:14][CH:13]=2)[OH:11])[CH:7]=[CH:8][CH:9]=1)([O-:3])=[O:2].CC(OI1(OC(C)=O)(OC(C)=O)OC(=O)C2C1=CC=CC=2)=O.O, predict the reaction product. (2) Given the reactants [F:1][C:2]1[CH:3]=[C:4]2[C:8](=[CH:9][CH:10]=1)[N:7]([CH2:11][CH2:12][O:13][CH3:14])[CH:6]=[C:5]2[C:15]([OH:17])=O.[NH2:18][CH2:19][C:20]([C:23]1[CH:28]=[CH:27][C:26]([NH:29][C:30](=[O:41])[C:31]2[CH:36]=[CH:35][C:34]([O:37][CH3:38])=[C:33]([O:39][CH3:40])[CH:32]=2)=[CH:25][CH:24]=1)([CH3:22])[CH3:21].C1C=CC2N(O)N=NC=2C=1.C(Cl)CCl, predict the reaction product. The product is: [CH3:40][O:39][C:33]1[CH:32]=[C:31]([CH:36]=[CH:35][C:34]=1[O:37][CH3:38])[C:30]([NH:29][C:26]1[CH:25]=[CH:24][C:23]([C:20]([CH3:22])([CH3:21])[CH2:19][NH:18][C:15]([C:5]2[C:4]3[C:8](=[CH:9][CH:10]=[C:2]([F:1])[CH:3]=3)[N:7]([CH2:11][CH2:12][O:13][CH3:14])[CH:6]=2)=[O:17])=[CH:28][CH:27]=1)=[O:41]. (3) Given the reactants [O-:1][S:2]([C:5]([F:8])([F:7])[F:6])(=[O:4])=[O:3].[Br:9][C:10]1[CH:11]=[C:12]2[C:17](=[CH:18][CH:19]=1)[N+:16]([CH3:20])=[C:15]([CH3:21])[CH:14]=[CH:13]2.[CH3:22][C:23]1[N:24]([C:31]2[CH:32]=[N:33][CH:34]=[CH:35][CH:36]=2)[C:25]([CH3:30])=[CH:26][C:27]=1[CH:28]=O, predict the reaction product. The product is: [O-:4][S:2]([C:5]([F:8])([F:7])[F:6])(=[O:3])=[O:1].[Br:9][C:10]1[CH:11]=[C:12]2[C:17](=[CH:18][CH:19]=1)[N+:16]([CH3:20])=[C:15](/[CH:21]=[CH:28]/[C:27]1[CH:26]=[C:25]([CH3:30])[N:24]([C:31]3[CH:32]=[N:33][CH:34]=[CH:35][CH:36]=3)[C:23]=1[CH3:22])[CH:14]=[CH:13]2. (4) Given the reactants [C:1]([O:5][C:6](=[O:29])[NH:7][C:8]1[CH:13]=[CH:12][C:11]([C:14]2[CH:15]=[N:16][C:17]([O:20][CH2:21][C:22]3[CH:27]=[CH:26][CH:25]=[CH:24][CH:23]=3)=[CH:18][CH:19]=2)=[CH:10][C:9]=1[NH2:28])([CH3:4])([CH3:3])[CH3:2].[Cl:30][C:31]1[CH:35]=[CH:34][S:33][C:32]=1[C:36]1[O:41]C(C)(C)[O:39][C:38](=O)[CH:37]=1, predict the reaction product. The product is: [C:1]([O:5][C:6](=[O:29])[NH:7][C:8]1[CH:13]=[CH:12][C:11]([C:14]2[CH:15]=[N:16][C:17]([O:20][CH2:21][C:22]3[CH:23]=[CH:24][CH:25]=[CH:26][CH:27]=3)=[CH:18][CH:19]=2)=[CH:10][C:9]=1[NH:28][C:38](=[O:39])[CH2:37][C:36]([C:32]1[S:33][CH:34]=[CH:35][C:31]=1[Cl:30])=[O:41])([CH3:4])([CH3:2])[CH3:3].